This data is from Forward reaction prediction with 1.9M reactions from USPTO patents (1976-2016). The task is: Predict the product of the given reaction. (1) Given the reactants [NH2:1][C:2]1[C:7]([C:8]#[N:9])=[C:6]([CH:10]2[CH2:15][CH2:14][CH:13]([O:16][CH2:17][CH2:18][O:19][Si:20]([C:33]([CH3:36])([CH3:35])[CH3:34])([C:27]3[CH:32]=[CH:31][CH:30]=[CH:29][CH:28]=3)[C:21]3[CH:26]=[CH:25][CH:24]=[CH:23][CH:22]=3)[CH2:12][CH2:11]2)[C:5]([C:37]#[N:38])=[C:4]([SH:39])[N:3]=1.Cl[CH2:41][C:42]1[N:43]=[C:44]([C:47]2[CH:52]=[CH:51][C:50]([Cl:53])=[CH:49][CH:48]=2)[S:45][CH:46]=1.C(=O)(O)[O-].[Na+], predict the reaction product. The product is: [NH2:1][C:2]1[C:7]([C:8]#[N:9])=[C:6]([CH:10]2[CH2:15][CH2:14][CH:13]([O:16][CH2:17][CH2:18][O:19][Si:20]([C:33]([CH3:35])([CH3:36])[CH3:34])([C:27]3[CH:28]=[CH:29][CH:30]=[CH:31][CH:32]=3)[C:21]3[CH:22]=[CH:23][CH:24]=[CH:25][CH:26]=3)[CH2:12][CH2:11]2)[C:5]([C:37]#[N:38])=[C:4]([S:39][CH2:41][C:42]2[N:43]=[C:44]([C:47]3[CH:52]=[CH:51][C:50]([Cl:53])=[CH:49][CH:48]=3)[S:45][CH:46]=2)[N:3]=1. (2) The product is: [NH2:20][CH2:23][C@@:24]12[CH2:39][O:38][C@@H:26]([C@H:27]([N:29]3[CH:36]=[C:35]([CH3:37])[C:33](=[O:34])[NH:32][C:30]3=[O:31])[O:28]1)[C@@H:25]2[OH:40]. Given the reactants C1(P(C2C=CC=CC=2)C2C=CC=CC=2)C=CC=CC=1.[N:20]([CH2:23][C@@:24]12[CH2:39][O:38][C@@H:26]([C@H:27]([N:29]3[CH:36]=[C:35]([CH3:37])[C:33](=[O:34])[NH:32][C:30]3=[O:31])[O:28]1)[C@@H:25]2[OH:40])=[N+]=[N-].N, predict the reaction product. (3) The product is: [SH:2][C:4]1[CH:11]=[C:10]([C:12]2[CH:17]=[CH:16][C:15]([C:18]([F:19])([F:20])[F:21])=[CH:14][CH:13]=2)[CH:9]=[CH:8][C:5]=1[C:6]#[N:7]. Given the reactants C[S:2]([C:4]1[CH:11]=[C:10]([C:12]2[CH:17]=[CH:16][C:15]([C:18]([F:21])([F:20])[F:19])=[CH:14][CH:13]=2)[CH:9]=[CH:8][C:5]=1[C:6]#[N:7])=O, predict the reaction product. (4) The product is: [CH3:16][C:3]1[CH:4]=[C:5]([C:8]2[CH2:9][CH2:10][S:11](=[O:15])(=[O:14])[CH2:12][CH:13]=2)[CH:6]=[CH:7][C:2]=1[B:17]1[O:21][C:20]([CH3:23])([CH3:22])[C:19]([CH3:25])([CH3:24])[O:18]1. Given the reactants Br[C:2]1[CH:7]=[CH:6][C:5]([C:8]2[CH2:9][CH2:10][S:11](=[O:15])(=[O:14])[CH2:12][CH:13]=2)=[CH:4][C:3]=1[CH3:16].[B:17]1([B:17]2[O:21][C:20]([CH3:23])([CH3:22])[C:19]([CH3:25])([CH3:24])[O:18]2)[O:21][C:20]([CH3:23])([CH3:22])[C:19]([CH3:25])([CH3:24])[O:18]1.CC([O-])=O.[K+], predict the reaction product. (5) Given the reactants [CH3:1][N:2]([CH3:11])[C:3]1[CH:4]=[C:5]([CH:8]=[CH:9][CH:10]=1)[CH:6]=O.[CH3:12][C:13]([C:15]1[CH:20]=[CH:19][C:18]([O:21][CH3:22])=[C:17]([O:23][CH3:24])[C:16]=1[O:25][CH3:26])=[O:14], predict the reaction product. The product is: [CH3:1][N:2]([CH3:11])[C:3]1[CH:4]=[C:5]([CH:6]=[CH:12][C:13]([C:15]2[CH:20]=[CH:19][C:18]([O:21][CH3:22])=[C:17]([O:23][CH3:24])[C:16]=2[O:25][CH3:26])=[O:14])[CH:8]=[CH:9][CH:10]=1. (6) Given the reactants [CH2:1]([O:3][C:4]([C:6]1[N:7]=[N:8][N:9]([CH2:18][Si](C)(C)C)[C:10]=1[C:11]1[CH:16]=[CH:15][C:14]([Br:17])=[CH:13][CH:12]=1)=[O:5])[CH3:2].O.CCCC[N+](CCCC)(CCCC)CCCC.[F-], predict the reaction product. The product is: [CH2:1]([O:3][C:4]([C:6]1[N:7]=[N:8][N:9]([CH3:18])[C:10]=1[C:11]1[CH:16]=[CH:15][C:14]([Br:17])=[CH:13][CH:12]=1)=[O:5])[CH3:2].